This data is from Full USPTO retrosynthesis dataset with 1.9M reactions from patents (1976-2016). The task is: Predict the reactants needed to synthesize the given product. (1) Given the product [C:2]1([CH:46]([C:41]2[CH:40]=[CH:45][CH:44]=[CH:43][CH:42]=2)[CH2:47][CH2:48][N:49]2[CH2:54][CH2:53][CH:52]([NH:55][C:56]([C:15]3[CH:16]=[CH:18][CH:14]=[CH:13][N:12]=3)=[O:64])[CH2:51][CH2:50]2)[CH:7]=[CH:6][CH:5]=[CH:4][CH:3]=1, predict the reactants needed to synthesize it. The reactants are: N1[CH:6]=[CH:5][CH:4]=[CH:3][C:2]=1[C:7](O)=O.C([N:12]([CH2:15][CH3:16])[CH2:13][CH3:14])C.O=[C:18]1N(P(Cl)(N2CCOC2=O)=O)CCO1.Cl.O([C:40]1[CH:45]=[CH:44][CH:43]=[CH:42][C:41]=1/[CH:46]=[CH:47]/[CH2:48][N:49]1[CH2:54][CH2:53][CH:52]([N:55]2CC3C(=CC=CC=3)[C:56]2=[O:64])[CH2:51][CH2:50]1)C1C=CC=CC=1. (2) The reactants are: [C:1](OC(=O)C)(=[O:3])[CH3:2].[CH3:8][O:9][C:10]1[CH:11]=[CH:12][C:13]([CH3:17])=[C:14]([NH2:16])[CH:15]=1.O.Cl. Given the product [CH3:8][O:9][C:10]1[CH:11]=[CH:12][C:13]([CH3:17])=[C:14]([NH:16][C:1](=[O:3])[CH3:2])[CH:15]=1, predict the reactants needed to synthesize it. (3) Given the product [CH3:21][O:20][C:14]1[CH:13]=[C:12]([CH:17]=[CH:16][C:15]=1[O:18][CH3:19])[CH2:11][NH:10][C:8]([C:7]1[CH:6]=[C:5]([C:22]2[CH:27]=[C:26]([CH3:28])[CH:25]=[C:24]([CH3:29])[CH:23]=2)[N:4]=[N:3][C:2]=1[C:63]1[CH:62]=[N:61][N:60]([CH3:59])[CH:64]=1)=[O:9], predict the reactants needed to synthesize it. The reactants are: Cl[C:2]1[N:3]=[N:4][C:5]([C:22]2[CH:27]=[C:26]([CH3:28])[CH:25]=[C:24]([CH3:29])[CH:23]=2)=[CH:6][C:7]=1[C:8]([NH:10][CH2:11][C:12]1[CH:17]=[CH:16][C:15]([O:18][CH3:19])=[C:14]([O:20][CH3:21])[CH:13]=1)=[O:9].COC1C=CC=C(OC)C=1C1C=CC=CC=1P(C1CCCCC1)C1CCCCC1.[CH3:59][N:60]1[CH:64]=[C:63](B2OC(C)(C)C(C)(C)O2)[CH:62]=[N:61]1.[O-]P([O-])([O-])=O.[K+].[K+].[K+]. (4) Given the product [NH2:2][C:3]1[S:4][C:5]([CH2:15][CH2:16][N:29]2[CH2:28][CH2:27][CH:26]([N:23]3[C:22]4[CH:32]=[CH:33][C:19]([F:18])=[CH:20][C:21]=4[N:25]=[N:24]3)[CH2:31][CH2:30]2)=[C:6]([C:8]2[CH:13]=[CH:12][C:11]([F:14])=[CH:10][CH:9]=2)[N:7]=1, predict the reactants needed to synthesize it. The reactants are: Br.[NH2:2][C:3]1[S:4][C:5]([CH2:15][CH2:16]Br)=[C:6]([C:8]2[CH:13]=[CH:12][C:11]([F:14])=[CH:10][CH:9]=2)[N:7]=1.[F:18][C:19]1[CH:33]=[CH:32][C:22]2[N:23]([CH:26]3[CH2:31][CH2:30][NH:29][CH2:28][CH2:27]3)[N:24]=[N:25][C:21]=2[CH:20]=1.C(N(C(C)C)CC)(C)C.CO. (5) Given the product [CH3:22][O:23][C:2]1[N:11]=[C:10]([C:12]2[CH:17]=[CH:16][C:15]([N:18]([CH3:20])[CH3:19])=[C:14]([CH3:21])[CH:13]=2)[CH:9]=[C:8]2[C:3]=1[CH:4]=[CH:5][CH:6]=[N:7]2, predict the reactants needed to synthesize it. The reactants are: Cl[C:2]1[N:11]=[C:10]([C:12]2[CH:17]=[CH:16][C:15]([N:18]([CH3:20])[CH3:19])=[C:14]([CH3:21])[CH:13]=2)[CH:9]=[C:8]2[C:3]=1[CH:4]=[CH:5][CH:6]=[N:7]2.[CH3:22][O-:23].[Na+]. (6) The reactants are: [OH:1][C@H:2]1[CH2:23][CH2:22][C@@:21]2([CH3:24])[CH:4]([CH2:5][CH2:6][C:7]3[C:8]4[C@:17]([CH3:25])([CH2:18][CH2:19][C:20]=32)[C@@H:11]([C@@H:12]([CH3:16])[CH2:13][CH:14]=O)[CH2:10][CH:9]=4)[C:3]1([CH3:27])[CH3:26].[C:28]1([N:34]2[CH2:39][CH2:38][NH:37][CH2:36][CH2:35]2)[CH:33]=[CH:32][CH:31]=[CH:30][CH:29]=1.C(O[BH-](OC(=O)C)OC(=O)C)(=O)C.[Na+]. Given the product [C:28]1([N:34]2[CH2:39][CH2:38][N:37]([CH2:14][CH2:13][C@@H:12]([C@@H:11]3[C@:17]4([CH3:25])[C:8]([C:7]5[CH2:6][CH2:5][C@@H:4]6[C@:21]([C:20]=5[CH2:19][CH2:18]4)([CH3:24])[CH2:22][CH2:23][C@H:2]([OH:1])[C:3]6([CH3:27])[CH3:26])=[CH:9][CH2:10]3)[CH3:16])[CH2:36][CH2:35]2)[CH:33]=[CH:32][CH:31]=[CH:30][CH:29]=1, predict the reactants needed to synthesize it. (7) Given the product [CH3:2][NH:3][C:4](=[O:10])[CH2:5][CH2:6][CH2:7][N:8]([CH3:9])[C:31]([C:16]1[CH:17]=[C:18]2[C:13](=[CH:14][CH:15]=1)[N:12]([CH3:11])[C:24]1[CH2:23][CH2:22][CH:21]([CH:25]3[CH2:26][CH2:27][O:28][CH2:29][CH2:30]3)[CH2:20][C:19]2=1)=[O:32], predict the reactants needed to synthesize it. The reactants are: [Cl-].[CH3:2][NH:3][C:4](=[O:10])[CH2:5][CH2:6][CH2:7][NH2+:8][CH3:9].[CH3:11][N:12]1[C:24]2[CH2:23][CH2:22][CH:21]([CH:25]3[CH2:30][CH2:29][O:28][CH2:27][CH2:26]3)[CH2:20][C:19]=2[C:18]2[C:13]1=[CH:14][CH:15]=[C:16]([C:31](O)=[O:32])[CH:17]=2.CCN(C(C)C)C(C)C.CN(C(ON1N=NC2C=CC=NC1=2)=[N+](C)C)C.F[P-](F)(F)(F)(F)F. (8) Given the product [Br:14][C:15]1[CH:20]=[CH:19][C:18]([CH:21]([C:22]#[N:23])[CH:7]([C:3]2[CH:2]=[N:1][CH:6]=[CH:5][CH:4]=2)[CH2:8][C:9]([O:11][CH2:12][CH3:13])=[O:10])=[C:17]([CH3:24])[CH:16]=1, predict the reactants needed to synthesize it. The reactants are: [N:1]1[CH:6]=[CH:5][CH:4]=[C:3]([CH:7]=[CH:8][C:9]([O:11][CH2:12][CH3:13])=[O:10])[CH:2]=1.[Br:14][C:15]1[CH:20]=[CH:19][C:18]([CH2:21][C:22]#[N:23])=[C:17]([CH3:24])[CH:16]=1. (9) Given the product [Cl:1][C:2]1[N:7]=[C:6]([NH2:13])[C:5]([N+:9]([O-:11])=[O:10])=[CH:4][N:3]=1, predict the reactants needed to synthesize it. The reactants are: [Cl:1][C:2]1[N:7]=[C:6](Cl)[C:5]([N+:9]([O-:11])=[O:10])=[CH:4][N:3]=1.[OH-].[NH4+:13].